This data is from Full USPTO retrosynthesis dataset with 1.9M reactions from patents (1976-2016). The task is: Predict the reactants needed to synthesize the given product. (1) Given the product [C:17]([O:16][C:14]([N:5]1[CH2:6][CH2:7][CH:8]([C:11](=[O:13])[N:23]([O:24][CH3:25])[CH3:22])[CH2:9][CH2:10]1)=[O:15])([CH3:20])([CH3:19])[CH3:18], predict the reactants needed to synthesize it. The reactants are: C(Cl)CCl.[N:5]1([C:14]([O:16][C:17]([CH3:20])([CH3:19])[CH3:18])=[O:15])[CH2:10][CH2:9][CH:8]([C:11]([O-:13])=O)[CH2:7][CH2:6]1.Cl.[CH3:22][NH:23][O:24][CH3:25].C(N(CC)CC)C. (2) The reactants are: FC1C=CC=CC=1C[C:5]1[CH:6]=[C:7]([CH:15]=[CH:16][C:17]=1[O:18][CH2:19][C:20]1[CH:25]=[CH:24][CH:23]=[CH:22][C:21]=1[F:26])[CH2:8][NH:9][C@H:10]([CH3:14])[C:11]([NH2:13])=[O:12].CS(O)(=O)=O. Given the product [F:26][C:21]1[CH:22]=[CH:23][CH:24]=[CH:25][C:20]=1[CH2:19][O:18][C:17]1[CH:5]=[CH:6][C:7]([CH2:8][NH:9][C@H:10]([CH3:14])[C:11]([NH2:13])=[O:12])=[CH:15][CH:16]=1, predict the reactants needed to synthesize it. (3) Given the product [C:23]([NH:31][C:32]1[S:33][CH2:34][C@@H:35]2[CH2:41][C@H:40]([C:42]([NH:44][CH:45]([CH3:48])[CH:46]=[O:47])=[O:43])[O:39][CH2:38][C@:36]2([C:49]2[CH:54]=[C:53]([Br:55])[CH:52]=[CH:51][C:50]=2[F:56])[N:37]=1)(=[O:30])[C:24]1[CH:29]=[CH:28][CH:27]=[CH:26][CH:25]=1, predict the reactants needed to synthesize it. The reactants are: CC(OI1(OC(C)=O)(OC(C)=O)OC(=O)C2C=CC=CC1=2)=O.[C:23]([NH:31][C:32]1[S:33][CH2:34][C@@H:35]2[CH2:41][C@H:40]([C:42]([NH:44][CH:45]([CH3:48])[CH2:46][OH:47])=[O:43])[O:39][CH2:38][C@:36]2([C:49]2[CH:54]=[C:53]([Br:55])[CH:52]=[CH:51][C:50]=2[F:56])[N:37]=1)(=[O:30])[C:24]1[CH:29]=[CH:28][CH:27]=[CH:26][CH:25]=1.C(=O)(O)[O-].[Na+].S([O-])([O-])(=O)=S.[Na+].[Na+]. (4) Given the product [O:11]=[C:8]1[C:9]2[C:5](=[CH:4][CH:3]=[C:2]([C:49]3[CH:50]=[C:45]([CH:46]=[CH:47][CH:48]=3)[C:43]#[N:44])[CH:10]=2)[CH2:6][C:7]21[CH2:12][CH2:13][C:14]1[CH:19]=[N:18][N:17]=[CH:16][C:15]=1[CH2:20][CH2:21]2.[O:32]=[C:29]1[C:30]2[C:26](=[CH:25][CH:24]=[C:23]([C:49]3[CH:50]=[C:45]([CH:46]=[CH:47][CH:48]=3)[C:43]#[N:44])[CH:31]=2)[CH2:27][C:28]21[CH2:42][CH2:41][CH2:40][C:35]1[CH:36]=[N:37][N:38]=[CH:39][C:34]=1[CH2:33]2, predict the reactants needed to synthesize it. The reactants are: Br[C:2]1[CH:10]=[C:9]2[C:5]([CH2:6][C:7]3([CH2:21][CH2:20][C:15]4[CH:16]=[N:17][N:18]=[CH:19][C:14]=4[CH2:13][CH2:12]3)[C:8]2=[O:11])=[CH:4][CH:3]=1.Br[C:23]1[CH:31]=[C:30]2[C:26]([CH2:27][C:28]3([CH2:42][CH2:41][CH2:40][C:35]4[CH:36]=[N:37][N:38]=[CH:39][C:34]=4[CH2:33]3)[C:29]2=[O:32])=[CH:25][CH:24]=1.[C:43]([C:45]1[CH:46]=[C:47](B(O)O)[CH:48]=[CH:49][CH:50]=1)#[N:44].C([O-])([O-])=O.[Cs+].[Cs+]. (5) Given the product [CH3:16][C:13]1[O:12][C:11]([C:8]2[CH:9]=[CH:10][C:5]3[O:4][CH:3]=[C:2]([C:28]([O:30][CH2:22][CH3:23])=[O:26])[C:6]=3[CH:7]=2)=[N:15][N:14]=1, predict the reactants needed to synthesize it. The reactants are: Br[C:2]1[C:6]2[CH:7]=[C:8]([C:11]3[O:12][C:13]([CH3:16])=[N:14][N:15]=3)[CH:9]=[CH:10][C:5]=2[O:4][CH:3]=1.C(N([CH2:22][CH3:23])CC)C.CS(C)=[O:26].[CH2:28]([OH:30])C.